This data is from Forward reaction prediction with 1.9M reactions from USPTO patents (1976-2016). The task is: Predict the product of the given reaction. (1) Given the reactants [CH3:1][O:2][NH:3][C:4]([C:6]1[C:7](=[O:29])[C:8]2[CH:13]=[N:12][C:11](S(C)(=O)=O)=[N:10][C:9]=2[N:18]([C:20]2[CH:21]=[C:22]3[C:26](=[CH:27][CH:28]=2)[CH2:25][CH2:24][CH2:23]3)[CH:19]=1)=[O:5].C(OC([N:37]1[CH2:42][CH2:41][N:40]([CH2:43][CH2:44][C:45]2[CH:50]=[CH:49][C:48]([NH2:51])=[CH:47][CH:46]=2)[CH2:39][CH2:38]1)=O)(C)(C)C, predict the reaction product. The product is: [CH3:1][O:2][NH:3][C:4]([C:6]1[C:7](=[O:29])[C:8]2[CH:13]=[N:12][C:11]([NH:51][C:48]3[CH:49]=[CH:50][C:45]([CH2:44][CH2:43][N:40]4[CH2:39][CH2:38][NH:37][CH2:42][CH2:41]4)=[CH:46][CH:47]=3)=[N:10][C:9]=2[N:18]([C:20]2[CH:21]=[C:22]3[C:26](=[CH:27][CH:28]=2)[CH2:25][CH2:24][CH2:23]3)[CH:19]=1)=[O:5]. (2) Given the reactants C(N(CC)CC)C.[OH:8][CH:9]([C:15]1[CH:20]=[CH:19][N:18]=[CH:17][CH:16]=1)[C:10]([CH3:14])([CH3:13])[C:11]#[N:12].[C:21]1([CH3:31])[CH:26]=[CH:25][C:24]([S:27](Cl)(=[O:29])=[O:28])=[CH:23][CH:22]=1, predict the reaction product. The product is: [CH3:13][C:10]([CH3:14])([CH:9]([C:15]1[CH:16]=[CH:17][N:18]=[CH:19][CH:20]=1)[O:8][S:27]([C:24]1[CH:25]=[CH:26][C:21]([CH3:31])=[CH:22][CH:23]=1)(=[O:29])=[O:28])[C:11]#[N:12].